Dataset: Forward reaction prediction with 1.9M reactions from USPTO patents (1976-2016). Task: Predict the product of the given reaction. (1) Given the reactants [CH3:1][N:2]1[CH2:15][CH2:14][C:5]2[NH:6][C:7]3[CH:8]=[CH:9][C:10]([CH3:13])=[CH:11][C:12]=3[C:4]=2[CH2:3]1.Br[C:17]1[CH:18]=[CH:19][C:20]([O:23][CH3:24])=[N:21][CH:22]=1.[O-]P([O-])([O-])=O.[K+].[K+].[K+].N1CCC[C@H]1C(O)=O, predict the reaction product. The product is: [CH3:24][O:23][C:20]1[N:21]=[CH:22][C:17]([N:6]2[C:7]3[CH:8]=[CH:9][C:10]([CH3:13])=[CH:11][C:12]=3[C:4]3[CH2:3][N:2]([CH3:1])[CH2:15][CH2:14][C:5]2=3)=[CH:18][CH:19]=1. (2) Given the reactants [Cl:1][C:2]1[N:7]=[C:6]([N:8]([CH:18]2[CH2:22][CH2:21][CH2:20][CH2:19]2)[CH2:9][C:10]([F:17])([F:16])[C:11](OCC)=[O:12])[C:5]([N+:23]([O-])=O)=[CH:4][N:3]=1.Cl.CCOC(C)=O.CCOCC, predict the reaction product. The product is: [Cl:1][C:2]1[N:3]=[CH:4][C:5]2[NH:23][C:11](=[O:12])[C:10]([F:17])([F:16])[CH2:9][N:8]([CH:18]3[CH2:22][CH2:21][CH2:20][CH2:19]3)[C:6]=2[N:7]=1.